From a dataset of Full USPTO retrosynthesis dataset with 1.9M reactions from patents (1976-2016). Predict the reactants needed to synthesize the given product. (1) Given the product [CH2:1]([O:3][C:4]([C:6]1[C:10]([CH2:11][CH2:12][C:13]2[CH:14]=[CH:15][C:16]([Br:19])=[CH:17][CH:18]=2)=[C:9]([CH3:20])[S:8][C:7]=1[N:21]1[C:25](=[O:26])[C:24]2[C:23](=[CH:31][CH:30]=[CH:29][CH:28]=2)[C:22]1=[O:27])=[O:5])[CH3:2], predict the reactants needed to synthesize it. The reactants are: [CH2:1]([O:3][C:4]([C:6]1[C:10]([CH2:11][CH2:12][C:13]2[CH:18]=[CH:17][C:16]([Br:19])=[CH:15][CH:14]=2)=[C:9]([CH3:20])[S:8][C:7]=1[NH2:21])=[O:5])[CH3:2].[C:22]1(=O)[O:27][C:25](=[O:26])[C:24]2=[CH:28][CH:29]=[CH:30][CH:31]=[C:23]12. (2) Given the product [Br:1][C:2]1[CH:17]=[CH:16][C:5]2[O:6][C:7]3[CH:14]=[C:13]([Br:15])[CH:12]=[CH:11][C:8]=3[CH2:9][CH2:10][C:4]=2[CH:3]=1, predict the reactants needed to synthesize it. The reactants are: [Br:1][C:2]1[CH:17]=[CH:16][C:5]2[O:6][C:7]3[CH:14]=[C:13]([Br:15])[CH:12]=[CH:11][C:8]=3[CH:9]=[CH:10][C:4]=2[CH:3]=1. (3) The reactants are: C(OC([N:8]1[CH2:13][CH2:12][CH:11]([C:14]([NH:16][S:17]([C:20]2[CH:25]=[C:24]([C:26]([F:29])([F:28])[F:27])[CH:23]=[C:22]([C:30]([F:33])([F:32])[F:31])[CH:21]=2)(=[O:19])=[O:18])=[O:15])[CH2:10][CH2:9]1)=O)(C)(C)C.[ClH:34]. Given the product [NH:8]1[CH2:13][CH2:12][CH:11]([C:14]([NH:16][S:17]([C:20]2[CH:21]=[C:22]([C:30]([F:31])([F:32])[F:33])[CH:23]=[C:24]([C:26]([F:29])([F:27])[F:28])[CH:25]=2)(=[O:18])=[O:19])=[O:15])[CH2:10][CH2:9]1.[ClH:34], predict the reactants needed to synthesize it. (4) Given the product [N+:16]([C:19]1[CH:20]=[CH:21][C:22]([O:30][C:31]2[CH:36]=[CH:35][C:34]([O:37][C:38]([F:41])([F:39])[F:40])=[CH:33][CH:32]=2)=[C:23]([CH:25]2[CH2:29][CH2:28][CH2:27][N:26]2[C:9]([O:11][C:12]([CH3:13])([CH3:14])[CH3:15])=[O:10])[CH:24]=1)([O-:18])=[O:17], predict the reactants needed to synthesize it. The reactants are: [CH3:13][C:12]([O:11][C:9](O[C:9]([O:11][C:12]([CH3:15])([CH3:14])[CH3:13])=[O:10])=[O:10])([CH3:15])[CH3:14].[N+:16]([C:19]1[CH:20]=[CH:21][C:22]([O:30][C:31]2[CH:36]=[CH:35][C:34]([O:37][C:38]([F:41])([F:40])[F:39])=[CH:33][CH:32]=2)=[C:23]([CH:25]2[CH2:29][CH2:28][CH2:27][NH:26]2)[CH:24]=1)([O-:18])=[O:17]. (5) Given the product [Cl:49][C:33]1[C:34]([NH:36][C:37]2[CH:42]=[CH:41][CH:40]=[CH:39][C:38]=2[S:43]([N:46]([CH3:48])[CH3:47])(=[O:45])=[O:44])=[N:35][C:30]([NH:1][C:2]2[CH:20]=[CH:19][C:5]3[CH2:6][CH2:7][N:8]([C:11]([CH:13]4[CH2:18][O:17][CH2:16][CH2:15][O:14]4)=[O:12])[CH2:9][CH2:10][C:4]=3[CH:3]=2)=[N:31][CH:32]=1, predict the reactants needed to synthesize it. The reactants are: [NH2:1][C:2]1[CH:20]=[CH:19][C:5]2[CH2:6][CH2:7][N:8]([C:11]([CH:13]3[CH2:18][O:17][CH2:16][CH2:15][O:14]3)=[O:12])[CH2:9][CH2:10][C:4]=2[CH:3]=1.O1CCOCC1C=O.Cl[C:30]1[N:35]=[C:34]([NH:36][C:37]2[CH:42]=[CH:41][CH:40]=[CH:39][C:38]=2[S:43]([N:46]([CH3:48])[CH3:47])(=[O:45])=[O:44])[C:33]([Cl:49])=[CH:32][N:31]=1. (6) Given the product [NH:1]1[C:5]2=[CH:6][N:7]=[CH:8][CH:9]=[C:4]2[C:3]([CH:11]=[O:12])=[CH:2]1, predict the reactants needed to synthesize it. The reactants are: [NH:1]1[C:5]2=[CH:6][N:7]=[CH:8][CH:9]=[C:4]2[CH:3]=[CH:2]1.Cl[CH:11](Cl)[O:12]C.[Cl-].[Cl-].[Cl-].[Al+3].